Regression. Given two drug SMILES strings and cell line genomic features, predict the synergy score measuring deviation from expected non-interaction effect. From a dataset of NCI-60 drug combinations with 297,098 pairs across 59 cell lines. (1) Drug 1: CC1C(C(=O)NC(C(=O)N2CCCC2C(=O)N(CC(=O)N(C(C(=O)O1)C(C)C)C)C)C(C)C)NC(=O)C3=C4C(=C(C=C3)C)OC5=C(C(=O)C(=C(C5=N4)C(=O)NC6C(OC(=O)C(N(C(=O)CN(C(=O)C7CCCN7C(=O)C(NC6=O)C(C)C)C)C)C(C)C)C)N)C. Drug 2: N.N.Cl[Pt+2]Cl. Cell line: BT-549. Synergy scores: CSS=55.8, Synergy_ZIP=7.31, Synergy_Bliss=8.91, Synergy_Loewe=7.24, Synergy_HSA=12.9. (2) Drug 1: CC1=C(N=C(N=C1N)C(CC(=O)N)NCC(C(=O)N)N)C(=O)NC(C(C2=CN=CN2)OC3C(C(C(C(O3)CO)O)O)OC4C(C(C(C(O4)CO)O)OC(=O)N)O)C(=O)NC(C)C(C(C)C(=O)NC(C(C)O)C(=O)NCCC5=NC(=CS5)C6=NC(=CS6)C(=O)NCCC[S+](C)C)O. Drug 2: CC(C)CN1C=NC2=C1C3=CC=CC=C3N=C2N. Cell line: A549. Synergy scores: CSS=56.2, Synergy_ZIP=6.67, Synergy_Bliss=7.66, Synergy_Loewe=5.03, Synergy_HSA=7.07. (3) Cell line: NCI-H522. Drug 1: C#CCC(CC1=CN=C2C(=N1)C(=NC(=N2)N)N)C3=CC=C(C=C3)C(=O)NC(CCC(=O)O)C(=O)O. Synergy scores: CSS=9.97, Synergy_ZIP=1.29, Synergy_Bliss=7.73, Synergy_Loewe=8.93, Synergy_HSA=6.48. Drug 2: C1=NNC2=C1C(=O)NC=N2. (4) Drug 1: CN(C)C1=NC(=NC(=N1)N(C)C)N(C)C. Drug 2: CC=C1C(=O)NC(C(=O)OC2CC(=O)NC(C(=O)NC(CSSCCC=C2)C(=O)N1)C(C)C)C(C)C. Cell line: NCI/ADR-RES. Synergy scores: CSS=-5.68, Synergy_ZIP=0.166, Synergy_Bliss=-5.29, Synergy_Loewe=-5.85, Synergy_HSA=-6.86. (5) Drug 1: CNC(=O)C1=CC=CC=C1SC2=CC3=C(C=C2)C(=NN3)C=CC4=CC=CC=N4. Drug 2: CC(C)NC(=O)C1=CC=C(C=C1)CNNC.Cl. Cell line: OVCAR-8. Synergy scores: CSS=1.46, Synergy_ZIP=0.947, Synergy_Bliss=5.57, Synergy_Loewe=4.24, Synergy_HSA=4.08. (6) Synergy scores: CSS=1.22, Synergy_ZIP=1.87, Synergy_Bliss=5.32, Synergy_Loewe=0.676, Synergy_HSA=0.791. Cell line: M14. Drug 2: C(CN)CNCCSP(=O)(O)O. Drug 1: CS(=O)(=O)CCNCC1=CC=C(O1)C2=CC3=C(C=C2)N=CN=C3NC4=CC(=C(C=C4)OCC5=CC(=CC=C5)F)Cl. (7) Drug 1: CCN(CC)CCNC(=O)C1=C(NC(=C1C)C=C2C3=C(C=CC(=C3)F)NC2=O)C. Drug 2: C1=NC2=C(N1)C(=S)N=CN2. Cell line: OVCAR3. Synergy scores: CSS=53.0, Synergy_ZIP=5.21, Synergy_Bliss=-1.05, Synergy_Loewe=-11.7, Synergy_HSA=2.23. (8) Drug 1: CCC1(CC2CC(C3=C(CCN(C2)C1)C4=CC=CC=C4N3)(C5=C(C=C6C(=C5)C78CCN9C7C(C=CC9)(C(C(C8N6C=O)(C(=O)OC)O)OC(=O)C)CC)OC)C(=O)OC)O.OS(=O)(=O)O. Drug 2: C1=CN(C=N1)CC(O)(P(=O)(O)O)P(=O)(O)O. Cell line: HCT-15. Synergy scores: CSS=0.00450, Synergy_ZIP=-0.230, Synergy_Bliss=-3.15, Synergy_Loewe=-0.567, Synergy_HSA=-3.15. (9) Drug 1: CC1=C(C=C(C=C1)C(=O)NC2=CC(=CC(=C2)C(F)(F)F)N3C=C(N=C3)C)NC4=NC=CC(=N4)C5=CN=CC=C5. Drug 2: CC(C)(C#N)C1=CC(=CC(=C1)CN2C=NC=N2)C(C)(C)C#N. Cell line: SN12C. Synergy scores: CSS=-11.9, Synergy_ZIP=5.98, Synergy_Bliss=2.17, Synergy_Loewe=-10.2, Synergy_HSA=-11.3. (10) Drug 1: C1=C(C(=O)NC(=O)N1)N(CCCl)CCCl. Drug 2: C1CN(CCN1C(=O)CCBr)C(=O)CCBr. Cell line: HCC-2998. Synergy scores: CSS=20.1, Synergy_ZIP=-6.96, Synergy_Bliss=-3.17, Synergy_Loewe=-0.226, Synergy_HSA=1.04.